The task is: Predict the product of the given reaction.. This data is from Forward reaction prediction with 1.9M reactions from USPTO patents (1976-2016). The product is: [ClH:36].[ClH:36].[ClH:36].[CH2:1]1[O:9][C:8]2[CH:7]=[CH:6][C:5]([N:10]([CH:11]3[CH2:16][CH2:15][N:14]([CH2:17][C:18]4[CH:23]=[CH:22][N:21]=[C:20]([C:24]5[CH:25]=[C:26]([O:34][CH3:35])[C:27]([O:32][CH3:33])=[C:28]([O:30][CH3:31])[CH:29]=5)[CH:19]=4)[CH2:13][CH2:12]3)[CH2:37][C:38]3[CH:39]=[CH:40][C:41]([C:44]4[CH:49]=[C:48]([O:50][CH3:51])[C:47]([O:52][CH3:53])=[C:46]([O:54][CH3:55])[CH:45]=4)=[N:42][CH:43]=3)=[CH:4][C:3]=2[O:2]1. Given the reactants [CH2:1]1[O:9][C:8]2[CH:7]=[CH:6][C:5]([NH:10][CH:11]3[CH2:16][CH2:15][N:14]([CH2:17][C:18]4[CH:23]=[CH:22][N:21]=[C:20]([C:24]5[CH:29]=[C:28]([O:30][CH3:31])[C:27]([O:32][CH3:33])=[C:26]([O:34][CH3:35])[CH:25]=5)[CH:19]=4)[CH2:13][CH2:12]3)=[CH:4][C:3]=2[O:2]1.[Cl:36][CH2:37][C:38]1[CH:39]=[CH:40][C:41]([C:44]2[CH:49]=[C:48]([O:50][CH3:51])[C:47]([O:52][CH3:53])=[C:46]([O:54][CH3:55])[CH:45]=2)=[N:42][CH:43]=1, predict the reaction product.